Dataset: Full USPTO retrosynthesis dataset with 1.9M reactions from patents (1976-2016). Task: Predict the reactants needed to synthesize the given product. (1) Given the product [Br-:23].[C:18]([C:15]1[CH:16]=[CH:17][C:12]([C:3]2[CH:4]=[CH:5][C:6]([C:8]([OH:10])=[O:9])=[CH:7][C:2]=2[CH2:1][N+:46]2[CH:47]=[CH:48][N:44]([CH3:43])[CH:45]=2)=[C:13]([CH2:22][N+:35]2[CH:27]=[CH:28][N:24]([CH3:25])[CH:34]=2)[CH:14]=1)([OH:20])=[O:19].[Br-:49], predict the reactants needed to synthesize it. The reactants are: [CH3:1][C:2]1[CH:7]=[C:6]([C:8]([O:10]C)=[O:9])[CH:5]=[CH:4][C:3]=1[C:12]1[CH:17]=[CH:16][C:15]([C:18]([O:20]C)=[O:19])=[CH:14][C:13]=1[CH3:22].[Br:23][N:24]1[C:28](=O)[CH2:27]C[C:25]1=O.CC(N=NC(C#N)(C)C)([C:34]#[N:35])C.[CH3:43][N:44]1[CH:48]=[CH:47][N:46]=[CH:45]1.[Br-:49].[NH+]1C=CNC=1.[Li+].[OH-].Br. (2) Given the product [CH3:1][C:2]1[CH:3]=[C:4]([NH:16][C:17]2[C:26]3[C:21](=[CH:22][CH:23]=[CH:24][C:25]=3[O:27][C@H:28]([CH3:33])[C:29]([N:37]3[CH2:38][CH2:39][C@@H:35]([OH:34])[CH2:36]3)=[O:30])[N:20]=[CH:19][N:18]=2)[CH:5]=[CH:6][C:7]=1[O:8][CH2:9][C:10]1[CH:15]=[CH:14][CH:13]=[CH:12][N:11]=1, predict the reactants needed to synthesize it. The reactants are: [CH3:1][C:2]1[CH:3]=[C:4]([NH:16][C:17]2[C:26]3[C:21](=[CH:22][CH:23]=[CH:24][C:25]=3[O:27][C@H:28]([CH3:33])[C:29](OC)=[O:30])[N:20]=[CH:19][N:18]=2)[CH:5]=[CH:6][C:7]=1[O:8][CH2:9][C:10]1[CH:15]=[CH:14][CH:13]=[CH:12][N:11]=1.[OH:34][C@@H:35]1[CH2:39][CH2:38][NH:37][CH2:36]1. (3) Given the product [F:13][CH:2]([F:1])[C:3]1[CH:11]=[CH:10][C:6]([C:7]([N:49]2[CH2:48][CH2:47][N:46]([CH2:52][CH:53]([N:57]3[CH:61]=[C:60]([C:62]4[C:63]5[CH:70]=[CH:69][NH:68][C:64]=5[N:65]=[CH:66][N:67]=4)[CH:59]=[N:58]3)[CH2:54][C:55]#[N:56])[CH2:51][CH2:50]2)=[O:9])=[C:5]([F:12])[CH:4]=1, predict the reactants needed to synthesize it. The reactants are: [F:1][CH:2]([F:13])[C:3]1[CH:11]=[CH:10][C:6]([C:7]([OH:9])=O)=[C:5]([F:12])[CH:4]=1.C(N(CC)CC)C.F[P-](F)(F)(F)(F)F.C[N+](C)=C(N(C)C)ON1C2N=CC=CC=2N=N1.Cl.[N:46]1([CH2:52][CH:53]([N:57]2[CH:61]=[C:60]([C:62]3[C:63]4[CH:70]=[CH:69][N:68](COCC[Si](C)(C)C)[C:64]=4[N:65]=[CH:66][N:67]=3)[CH:59]=[N:58]2)[CH2:54][C:55]#[N:56])[CH2:51][CH2:50][NH:49][CH2:48][CH2:47]1. (4) Given the product [NH2:16][C:13]1[N:12]=[CH:11][C:10]([C:9]#[C:8][C:4]2[CH:3]=[C:2]([NH:1][C:34]([NH:33][C:31]3[S:32][C:28]([C:24]([CH3:27])([CH3:26])[CH3:25])=[N:29][N:30]=3)=[O:35])[CH:7]=[CH:6][CH:5]=2)=[CH:15][N:14]=1, predict the reactants needed to synthesize it. The reactants are: [NH2:1][C:2]1[CH:3]=[C:4]([C:8]#[C:9][C:10]2[CH:11]=[N:12][C:13]([NH2:16])=[N:14][CH:15]=2)[CH:5]=[CH:6][CH:7]=1.C(N(CC)CC)C.[C:24]([C:28]1[S:32][C:31]([NH:33][C:34](=O)[O:35]C2C=CC=CC=2)=[N:30][N:29]=1)([CH3:27])([CH3:26])[CH3:25]. (5) Given the product [CH3:9][C@@H:8]1[CH2:7][CH2:6][CH2:5][N:4]([C:10]([C:12]2[C:17]([N:18]3[N:22]=[CH:21][CH:20]=[N:19]3)=[CH:16][CH:15]=[C:14]([CH3:23])[N:13]=2)=[O:11])[C@@H:3]1[CH2:2][NH:1][C:25]1[N:30]=[CH:29][C:28]([C:31]([F:34])([F:33])[F:32])=[CH:27][N:26]=1, predict the reactants needed to synthesize it. The reactants are: [NH2:1][CH2:2][C@@H:3]1[C@H:8]([CH3:9])[CH2:7][CH2:6][CH2:5][N:4]1[C:10]([C:12]1[C:17]([N:18]2[N:22]=[CH:21][CH:20]=[N:19]2)=[CH:16][CH:15]=[C:14]([CH3:23])[N:13]=1)=[O:11].Cl[C:25]1[N:30]=[CH:29][C:28]([C:31]([F:34])([F:33])[F:32])=[CH:27][N:26]=1. (6) Given the product [Cl:1][C:2]1[CH:7]=[CH:6][C:5]([C:8]2[CH:13]=[C:12]([CH3:14])[N:11]3[N:15]=[CH:16][C:17]([C:20]#[C:19][C:21]4[CH:26]=[CH:25][C:24]([C:27]([OH:30])([CH3:28])[CH3:29])=[CH:23][CH:22]=4)=[C:10]3[N:9]=2)=[CH:4][CH:3]=1, predict the reactants needed to synthesize it. The reactants are: [Cl:1][C:2]1[CH:7]=[CH:6][C:5]([C:8]2[CH:13]=[C:12]([CH3:14])[N:11]3[N:15]=[CH:16][C:17](I)=[C:10]3[N:9]=2)=[CH:4][CH:3]=1.[C:19]([C:21]1[CH:26]=[CH:25][C:24]([C:27]([OH:30])([CH3:29])[CH3:28])=[CH:23][CH:22]=1)#[CH:20]. (7) Given the product [CH:11]1([C:9]2[CH:10]=[C:6]3[N:5]=[C:4]([NH:14][C:15](=[O:26])[C:16]4[CH:21]=[CH:20][C:19]([C:22]([OH:25])([CH3:24])[CH3:23])=[CH:18][CH:17]=4)[CH:3]=[C:2]([N:31]4[CH2:32][CH2:33][CH:28]([OH:27])[CH2:29][CH2:30]4)[N:7]3[N:8]=2)[CH2:13][CH2:12]1, predict the reactants needed to synthesize it. The reactants are: Cl[C:2]1[N:7]2[N:8]=[C:9]([CH:11]3[CH2:13][CH2:12]3)[CH:10]=[C:6]2[N:5]=[C:4]([NH:14][C:15](=[O:26])[C:16]2[CH:21]=[CH:20][C:19]([C:22]([OH:25])([CH3:24])[CH3:23])=[CH:18][CH:17]=2)[CH:3]=1.[OH:27][CH:28]1[CH2:33][CH2:32][NH:31][CH2:30][CH2:29]1.CN1C(=O)CCC1.